This data is from Full USPTO retrosynthesis dataset with 1.9M reactions from patents (1976-2016). The task is: Predict the reactants needed to synthesize the given product. (1) The reactants are: Cl[C:2]1[C:7]([C:8]#[N:9])=[CH:6][N:5]=[C:4]([NH:10][C@@H:11]2[C:16]([F:18])([F:17])[CH2:15][CH2:14][CH2:13][C@@H:12]2[NH:19][C:20](=[O:26])[O:21][C:22]([CH3:25])([CH3:24])[CH3:23])[N:3]=1.[NH2:27][C:28]1[CH:33]=[CH:32][C:31]([CH3:34])=[CH:30][CH:29]=1.C([O-])([O-])=O.[Cs+].[Cs+]. Given the product [C:8]([C:7]1[C:2]([NH:27][C:28]2[CH:33]=[CH:32][C:31]([CH3:34])=[CH:30][CH:29]=2)=[N:3][C:4]([NH:10][C@@H:11]2[C:16]([F:18])([F:17])[CH2:15][CH2:14][CH2:13][C@@H:12]2[NH:19][C:20](=[O:26])[O:21][C:22]([CH3:25])([CH3:24])[CH3:23])=[N:5][CH:6]=1)#[N:9], predict the reactants needed to synthesize it. (2) Given the product [CH3:21][N:18]1[CH2:19][CH2:20][N:15]([C:13]2[CH:12]=[CH:11][C:3]([C:4]([O:6][C:7]([CH3:10])([CH3:9])[CH3:8])=[O:5])=[C:2]([NH:1][C:23]3[CH:28]=[CH:27][CH:26]=[CH:25][CH:24]=3)[CH:14]=2)[CH2:16][CH2:17]1, predict the reactants needed to synthesize it. The reactants are: [NH2:1][C:2]1[CH:14]=[C:13]([N:15]2[CH2:20][CH2:19][N:18]([CH3:21])[CH2:17][CH2:16]2)[CH:12]=[CH:11][C:3]=1[C:4]([O:6][C:7]([CH3:10])([CH3:9])[CH3:8])=[O:5].Br[C:23]1[CH:28]=[CH:27][CH:26]=[CH:25][CH:24]=1. (3) Given the product [F:2][C:3]1[CH:8]=[C:7]([F:9])[CH:6]=[CH:5][C:4]=1[CH2:10][NH:11][C:12]([C:14]1[C:15](=[O:30])[C:16]([OH:29])=[C:17]2[C:22](=[O:23])[N:21]3[C@H:24]([CH3:27])[CH2:25][O:26][C@H:20]3[CH2:19][N:18]2[CH:28]=1)=[O:13], predict the reactants needed to synthesize it. The reactants are: [Na].[F:2][C:3]1[CH:8]=[C:7]([F:9])[CH:6]=[CH:5][C:4]=1[CH2:10][NH:11][C:12]([C:14]1[C:15](=[O:30])[C:16]([OH:29])=[C:17]2[C:22](=[O:23])[N:21]3[C@H:24]([CH3:27])[CH2:25][O:26][C@H:20]3[CH2:19][N:18]2[CH:28]=1)=[O:13].FC1C=C(F)C=CC=1CNC(C1C(=O)C(OCC2C=CC=CC=2)=C2C(=O)N3[C@H](C)CO[C@H]3CN2C=1)=O. (4) Given the product [C:31]([NH:30][CH2:18][CH2:19][CH2:20][CH2:25][CH2:24][CH2:23][CH2:22][CH2:21][CH2:4][CH2:2][C:1]([OH:6])=[O:5])(=[O:36])[CH:45]=[CH2:48], predict the reactants needed to synthesize it. The reactants are: [C:1]([O:6]CCC[Si](OC)(OC)OC)(=[O:5])[C:2]([CH3:4])=C.C[CH:18]([NH:30][CH3:31])[CH2:19][C:20]1[CH:25]=[CH:24][C:23]2OCCO[C:22]=2[CH:21]=1.C(O)CCC[OH:36].CC(N=N[C:45]([C:48]#N)(C)C)(C#N)C. (5) Given the product [Br:5][C:6]1[CH:7]=[CH:8][C:9]([F:15])=[C:10]2[C:14]=1[NH:13][CH2:12][CH2:11]2, predict the reactants needed to synthesize it. The reactants are: [BH3-]C#N.[Na+].[Br:5][C:6]1[CH:7]=[CH:8][C:9]([F:15])=[C:10]2[C:14]=1[NH:13][CH:12]=[CH:11]2.[OH-].[K+].C([O-])(O)=O.[Na+]. (6) The reactants are: [Cl:1][C:2]1[CH:7]=[C:6]([Cl:8])[CH:5]=[CH:4][C:3]=1[C:9]1[N:10]=[C:11](/[CH:14]=[CH:15]/[C:16]2[CH:21]=[CH:20][C:19]([O:22][CH3:23])=[CH:18][CH:17]=2)[NH:12][CH:13]=1.[CH2:24](Br)[CH:25]([CH3:27])[CH3:26]. Given the product [Cl:1][C:2]1[CH:7]=[C:6]([Cl:8])[CH:5]=[CH:4][C:3]=1[C:9]1[N:10]=[C:11](/[CH:14]=[CH:15]/[C:16]2[CH:17]=[CH:18][C:19]([O:22][CH3:23])=[CH:20][CH:21]=2)[N:12]([CH2:24][CH:25]([CH3:27])[CH3:26])[CH:13]=1, predict the reactants needed to synthesize it. (7) Given the product [CH3:42][C:36]1[C:37]([CH3:41])=[C:38]([CH3:40])[N:39]=[C:32]2[S:31][C:22]([C:21]3[O:1][N:2]=[C:3]([C:4]4[CH:9]=[CH:8][CH:7]=[CH:6][CH:5]=4)[N:10]=3)=[C:34]([NH2:35])[C:33]=12, predict the reactants needed to synthesize it. The reactants are: [OH:1][NH:2][C:3](=[NH:10])[C:4]1[CH:9]=[CH:8][CH:7]=[CH:6][CH:5]=1.CCN(C(C)C)C(C)C.Cl[CH2:21][C:22](Cl)=O.C([O-])([O-])=O.[K+].[K+].[SH:31][C:32]1[N:39]=[C:38]([CH3:40])[C:37]([CH3:41])=[C:36]([CH3:42])[C:33]=1[C:34]#[N:35]. (8) Given the product [Cl:6][C:7]1[CH:19]=[C:18]([N+:21]([O-:23])=[O:22])[C:10]([NH:11][CH2:12][CH2:13][S:14]([CH3:17])(=[O:15])=[O:16])=[C:9]([F:20])[CH:8]=1, predict the reactants needed to synthesize it. The reactants are: S(=O)(=O)(O)O.[Cl:6][C:7]1[CH:19]=[CH:18][C:10]([NH:11][CH2:12][CH2:13][S:14]([CH3:17])(=[O:16])=[O:15])=[C:9]([F:20])[CH:8]=1.[N+:21]([O-])([OH:23])=[O:22]. (9) Given the product [Br:5][C:6]1[CH:7]=[CH:8][C:9]([Cl:15])=[C:10]([CH:14]=1)[C:11]([Cl:3])=[O:12], predict the reactants needed to synthesize it. The reactants are: O=S(Cl)[Cl:3].[Br:5][C:6]1[CH:7]=[CH:8][C:9]([Cl:15])=[C:10]([CH:14]=1)[C:11](O)=[O:12].